Dataset: NCI-60 drug combinations with 297,098 pairs across 59 cell lines. Task: Regression. Given two drug SMILES strings and cell line genomic features, predict the synergy score measuring deviation from expected non-interaction effect. Drug 1: CC1=C(C(CCC1)(C)C)C=CC(=CC=CC(=CC(=O)O)C)C. Drug 2: CS(=O)(=O)CCNCC1=CC=C(O1)C2=CC3=C(C=C2)N=CN=C3NC4=CC(=C(C=C4)OCC5=CC(=CC=C5)F)Cl. Cell line: TK-10. Synergy scores: CSS=14.8, Synergy_ZIP=-4.34, Synergy_Bliss=-0.973, Synergy_Loewe=-19.3, Synergy_HSA=-3.11.